Task: Predict the reaction yield, written as a fraction of the theoretical maximum amount of product (1.0 means a 100% yield; for example, 0.34 means a 34% yield).. Dataset: Reaction yield outcomes from USPTO patents with 853,638 reactions (1) The reactants are [Cl:1][C:2]1[CH:3]=[N:4][C:5]2[C:10]([CH:11]=1)=[C:9]([F:12])[C:8]([C:13](OC)=O)=[CH:7][CH:6]=2.O[Li].O.Cl.[NH2:21][CH2:22][C:23]1[C:24]([CH3:31])=[CH:25][C:26]([NH2:30])=[N:27][C:28]=1[CH3:29].CN(C(ON1N=N[C:42]2[CH:43]=[CH:44][CH:45]=[N:46][C:41]1=2)=[N+](C)C)C.F[P-](F)(F)(F)(F)F.C1C[O:59][CH2:58]C1. The catalyst is CN(C=O)C.CCN(CC)CC.O. The product is [NH2:30][C:26]1[N:27]=[C:28]([CH3:29])[C:23]([CH2:22][NH:21][C:58](=[O:59])[C:43]2[CH:42]=[CH:41][N:46]=[C:45]([CH2:13][C:8]3[C:9]([F:12])=[C:10]4[C:5](=[CH:6][CH:7]=3)[N:4]=[CH:3][C:2]([Cl:1])=[CH:11]4)[CH:44]=2)=[C:24]([CH3:31])[CH:25]=1. The yield is 0.124. (2) The reactants are [CH3:1][O:2][C:3]1[CH:8]=[CH:7][C:6]([CH2:9][CH2:10][NH:11][C:12](=[O:14])[CH3:13])=[CH:5][C:4]=1[N+:15]([O-])=O.[ClH:18]. The product is [ClH:18].[NH2:15][C:4]1[CH:5]=[C:6]([CH2:9][CH2:10][NH:11][C:12](=[O:14])[CH3:13])[CH:7]=[CH:8][C:3]=1[O:2][CH3:1]. The yield is 0.940. The catalyst is C(O)C.[Pd]. (3) The reactants are N1C=CC=CC=1.[NH:7]1[C:15]2[C:10](=[CH:11][CH:12]=[CH:13][C:14]=2[CH2:16][CH2:17][C:18]2[CH:27]=[CH:26][C:21]([C:22]([O:24][CH3:25])=[O:23])=[CH:20][CH:19]=2)[CH2:9][CH2:8]1.[CH3:28][O:29][C:30]1[CH:31]=[C:32]([S:36](Cl)(=[O:38])=[O:37])[CH:33]=[CH:34][CH:35]=1.Cl. The catalyst is C1COCC1. The product is [CH3:28][O:29][C:30]1[CH:31]=[C:32]([S:36]([N:7]2[C:15]3[C:10](=[CH:11][CH:12]=[CH:13][C:14]=3[CH2:16][CH2:17][C:18]3[CH:27]=[CH:26][C:21]([C:22]([O:24][CH3:25])=[O:23])=[CH:20][CH:19]=3)[CH2:9][CH2:8]2)(=[O:38])=[O:37])[CH:33]=[CH:34][CH:35]=1. The yield is 0.890. (4) The reactants are [C:1]1([CH2:7][C:8]([OH:10])=[O:9])[CH:6]=[CH:5][CH:4]=[CH:3][CH:2]=1.[Li]CCCC.CN(P(N(C)C)(N(C)C)=O)C.[CH3:27][O:28][C:29]1[CH:34]=[CH:33][CH:32]=[C:31]([CH2:35][CH:36](Br)[CH2:37][CH3:38])[CH:30]=1. The catalyst is C1COCC1. The product is [CH3:27][O:28][C:29]1[CH:30]=[C:31]([CH2:35][CH:36]([CH2:37][CH3:38])[CH:7]([C:1]2[CH:6]=[CH:5][CH:4]=[CH:3][CH:2]=2)[C:8]([OH:10])=[O:9])[CH:32]=[CH:33][CH:34]=1. The yield is 0.450. (5) The reactants are Cl[C:2]1[CH:11]=[C:10]([NH:12][C:13]2[CH:18]=[C:17]([CH3:19])[CH:16]=[CH:15][C:14]=2[Cl:20])[C:5]([C:6]([O:8][CH3:9])=[O:7])=[CH:4][N:3]=1.C(O)(=[O:23])C. The catalyst is O. The product is [Cl:20][C:14]1[CH:15]=[CH:16][C:17]([CH3:19])=[CH:18][C:13]=1[NH:12][C:10]1[C:5]([C:6]([O:8][CH3:9])=[O:7])=[CH:4][NH:3][C:2](=[O:23])[CH:11]=1. The yield is 0.330. (6) The reactants are [CH2:1]([O:3][C:4]([CH:6]1[CH2:11][CH2:10][NH:9][CH2:8][CH2:7]1)=[O:5])[CH3:2].Br[C:13]1[CH:14]=[CH:15][C:16]([C:19]#[N:20])=[N:17][CH:18]=1.C1(C)C=CC=CC=1.CC([O-])(C)C.[Na+]. The catalyst is CCOC(C)=O.O.C1C=CC(P(C2C(C3C(P(C4C=CC=CC=4)C4C=CC=CC=4)=CC=C4C=3C=CC=C4)=C3C(C=CC=C3)=CC=2)C2C=CC=CC=2)=CC=1. The product is [CH2:1]([O:3][C:4]([CH:6]1[CH2:11][CH2:10][N:9]([C:13]2[CH:18]=[N:17][C:16]([C:19]#[N:20])=[CH:15][CH:14]=2)[CH2:8][CH2:7]1)=[O:5])[CH3:2]. The yield is 0.310.